This data is from Full USPTO retrosynthesis dataset with 1.9M reactions from patents (1976-2016). The task is: Predict the reactants needed to synthesize the given product. (1) Given the product [CH:1]([C:4]1[CH:5]=[CH:6][C:7]([O:31][CH3:32])=[C:8]([C:10]2[CH:15]=[CH:14][C:13]([C:16]([F:18])([F:19])[F:17])=[CH:12][C:11]=2[CH2:20][N:21]2[CH2:22][C@@H:23]([C:25]3[CH:26]=[CH:27][CH:28]=[CH:29][CH:30]=3)[NH:24][C:43]2=[O:45])[CH:9]=1)([CH3:3])[CH3:2], predict the reactants needed to synthesize it. The reactants are: [CH:1]([C:4]1[CH:5]=[CH:6][C:7]([O:31][CH3:32])=[C:8]([C:10]2[CH:15]=[CH:14][C:13]([C:16]([F:19])([F:18])[F:17])=[CH:12][C:11]=2[CH2:20][NH:21][CH2:22][C@@H:23]([C:25]2[CH:30]=[CH:29][CH:28]=[CH:27][CH:26]=2)[NH2:24])[CH:9]=1)([CH3:3])[CH3:2].CCN(C(C)C)C(C)C.Cl[C:43](Cl)([O:45]C(=O)OC(Cl)(Cl)Cl)Cl.C([O-])(O)=O.[Na+]. (2) Given the product [CH3:3][C:2]([C:8]1[CH:13]=[C:12]([N:14]2[CH2:19][CH2:18][O:17][CH2:16][CH2:15]2)[N:11]=[C:10]([C:20]2[CH:21]=[CH:22][C:23]([NH2:26])=[CH:24][CH:25]=2)[N:9]=1)([S:4]([CH3:7])(=[O:5])=[O:6])[CH3:1], predict the reactants needed to synthesize it. The reactants are: [CH3:1][C:2]([C:8]1[CH:13]=[C:12]([N:14]2[CH2:19][CH2:18][O:17][CH2:16][CH2:15]2)[N:11]=[C:10]([C:20]2[CH:25]=[CH:24][C:23]([NH:26]C(=O)OC(C)(C)C)=[CH:22][CH:21]=2)[N:9]=1)([S:4]([CH3:7])(=[O:6])=[O:5])[CH3:3].FC(F)(F)C(O)=O. (3) Given the product [CH:25]1([C:23]2[N:14]3[C:15]([C:16](=[O:18])[NH:17][C:12]([C:5]4[C:6]5[C:11](=[CH:10][CH:9]=[CH:8][CH:7]=5)[C:2]([CH3:1])=[CH:3][CH:4]=4)=[N:13]3)=[C:19]([CH2:20][CH3:21])[N:22]=2)[CH2:29][CH2:28][CH2:27][CH2:26]1, predict the reactants needed to synthesize it. The reactants are: [CH3:1][C:2]1[C:11]2[C:6](=[CH:7][CH:8]=[CH:9][CH:10]=2)[C:5]([C:12]2[NH:17][C:16](=[O:18])[C:15]([CH:19]([NH:22][C:23]([CH:25]3[CH2:29][CH2:28][CH2:27][CH2:26]3)=O)[CH2:20][CH3:21])=[N:14][N:13]=2)=[CH:4][CH:3]=1.P(Cl)(Cl)(Cl)=O.